Dataset: Peptide-MHC class I binding affinity with 185,985 pairs from IEDB/IMGT. Task: Regression. Given a peptide amino acid sequence and an MHC pseudo amino acid sequence, predict their binding affinity value. This is MHC class I binding data. (1) The peptide sequence is LISLNSMYTR. The MHC is HLA-A03:01 with pseudo-sequence HLA-A03:01. The binding affinity (normalized) is 0.353. (2) The peptide sequence is KAFSPEVIPMF. The MHC is Mamu-B08 with pseudo-sequence Mamu-B08. The binding affinity (normalized) is 0. (3) The peptide sequence is RPFNNILNL. The MHC is HLA-A03:01 with pseudo-sequence HLA-A03:01. The binding affinity (normalized) is 0.